From a dataset of NCI-60 drug combinations with 297,098 pairs across 59 cell lines. Regression. Given two drug SMILES strings and cell line genomic features, predict the synergy score measuring deviation from expected non-interaction effect. Drug 1: CC(C1=C(C=CC(=C1Cl)F)Cl)OC2=C(N=CC(=C2)C3=CN(N=C3)C4CCNCC4)N. Drug 2: CN(C)C1=NC(=NC(=N1)N(C)C)N(C)C. Cell line: LOX IMVI. Synergy scores: CSS=6.93, Synergy_ZIP=-3.54, Synergy_Bliss=-3.96, Synergy_Loewe=-17.2, Synergy_HSA=-1.53.